Predict the product of the given reaction. From a dataset of Forward reaction prediction with 1.9M reactions from USPTO patents (1976-2016). Given the reactants [C:1]1([C:27]2[CH:32]=[CH:31][CH:30]=[CH:29][CH:28]=2)[CH:6]=[CH:5][C:4]([NH:7][C:8](=[O:26])[C:9]2[CH:14]=[CH:13][C:12]([C:15]([F:18])([F:17])[F:16])=[C:11]([NH:19][C:20](=[O:25])[C:21](Br)([CH3:23])[CH3:22])[CH:10]=2)=[CH:3][CH:2]=1.C(N(CC)CC)C.[NH:40]1[CH2:45][CH2:44][O:43][CH2:42][CH2:41]1, predict the reaction product. The product is: [C:1]1([C:27]2[CH:32]=[CH:31][CH:30]=[CH:29][CH:28]=2)[CH:6]=[CH:5][C:4]([NH:7][C:8](=[O:26])[C:9]2[CH:14]=[CH:13][C:12]([C:15]([F:18])([F:17])[F:16])=[C:11]([NH:19][C:20](=[O:25])[C:21]([CH3:23])([N:40]3[CH2:45][CH2:44][O:43][CH2:42][CH2:41]3)[CH3:22])[CH:10]=2)=[CH:3][CH:2]=1.